From a dataset of Reaction yield outcomes from USPTO patents with 853,638 reactions. Predict the reaction yield, written as a fraction of the theoretical maximum amount of product (1.0 means a 100% yield; for example, 0.34 means a 34% yield). (1) The reactants are [C:1]([C:3]1[CH:4]=[C:5]([NH:9][C:10](=[O:32])[NH:11][C:12]2[CH:17]=[CH:16][C:15]([S:18]([NH:21][C:22]3[CH:27]=[CH:26][C:25]([S:28](=[O:31])(=[O:30])[NH2:29])=[CH:24][CH:23]=3)(=[O:20])=[O:19])=[CH:14][CH:13]=2)[CH:6]=[CH:7][CH:8]=1)#[N:2].[CH2:33]([N:37]1[CH2:42][CH2:41][NH:40][CH2:39][CH2:38]1)[CH2:34][CH2:35][CH3:36]. No catalyst specified. The product is [CH2:33]([N:37]1[CH2:42][CH2:41][N:40]([C:1](=[NH:2])[C:3]2[CH:4]=[C:5]([NH:9][C:10](=[O:32])[NH:11][C:12]3[CH:17]=[CH:16][C:15]([S:18]([NH:21][C:22]4[CH:27]=[CH:26][C:25]([S:28](=[O:31])(=[O:30])[NH2:29])=[CH:24][CH:23]=4)(=[O:20])=[O:19])=[CH:14][CH:13]=3)[CH:6]=[CH:7][CH:8]=2)[CH2:39][CH2:38]1)[CH2:34][CH2:35][CH3:36]. The yield is 0.165. (2) The catalyst is CCO.[Pd]. The yield is 0.400. The reactants are C([O:8][C:9]1[CH:10]=[CH:11][C:12]([C@@H:20]([O:36][Si:37]([C:40]([CH3:43])([CH3:42])[CH3:41])([CH3:39])[CH3:38])[CH2:21][NH:22][C@@H:23]([CH3:35])[CH2:24][C:25]2[CH:26]=[C:27]([CH2:31][C:32]([OH:34])=[O:33])[CH:28]=[CH:29][CH:30]=2)=[C:13]2[C:18]=1[NH:17][C:16](=[O:19])[CH:15]=[CH:14]2)C1C=CC=CC=1. The product is [Si:37]([O:36][C@H:20]([C:12]1[CH:11]=[CH:10][C:9]([OH:8])=[C:18]2[C:13]=1[CH:14]=[CH:15][C:16](=[O:19])[NH:17]2)[CH2:21][NH:22][C@@H:23]([CH3:35])[CH2:24][C:25]1[CH:26]=[C:27]([CH2:31][C:32]([OH:34])=[O:33])[CH:28]=[CH:29][CH:30]=1)([C:40]([CH3:43])([CH3:41])[CH3:42])([CH3:39])[CH3:38]. (3) The reactants are [CH2:1]([O:4][C:5]1([CH3:45])[CH2:10][CH2:9][N:8]([C:11]2[C:12]3[N:13]([N:28]=[C:29]([C:31]4[CH:32]=[C:33]([C:37]5[CH:42]=[CH:41][C:40]([F:43])=[CH:39][C:38]=5[OH:44])[CH:34]=[CH:35][CH:36]=4)[CH:30]=3)[CH:14]=[C:15]([CH3:27])[C:16]=2[C@H:17]([O:22][C:23]([CH3:26])([CH3:25])[CH3:24])[C:18]([O:20][CH3:21])=[O:19])[CH2:7][CH2:6]1)[CH:2]=[CH2:3].[CH3:46][C@@H:47](O)[CH2:48][CH:49]=[CH2:50].C1C=CC(P(C2C=CC=CC=2)C2C=CC=CC=2)=CC=1.CCOC(/N=N/C(OCC)=O)=O. The catalyst is C1COCC1.O. The product is [CH2:1]([O:4][C:5]1([CH3:45])[CH2:6][CH2:7][N:8]([C:11]2[C:12]3[N:13]([N:28]=[C:29]([C:31]4[CH:32]=[C:33]([C:37]5[CH:42]=[CH:41][C:40]([F:43])=[CH:39][C:38]=5[O:44][C@H:49]([CH2:48][CH:47]=[CH2:46])[CH3:50])[CH:34]=[CH:35][CH:36]=4)[CH:30]=3)[CH:14]=[C:15]([CH3:27])[C:16]=2[C@H:17]([O:22][C:23]([CH3:25])([CH3:24])[CH3:26])[C:18]([O:20][CH3:21])=[O:19])[CH2:9][CH2:10]1)[CH:2]=[CH2:3]. The yield is 0.432. (4) The reactants are [O:1]1[C:5]2[CH:6]=[CH:7][C:8]([C:10]3([C:13]([NH:15][C:16]4[CH:17]=[C:18]5[C:22](=[CH:23][CH:24]=4)[NH:21][CH:20]([C:25]([CH3:28])([CH3:27])[CH3:26])[CH2:19]5)=[O:14])[CH2:12][CH2:11]3)=[CH:9][C:4]=2[O:3][CH2:2]1.O=[CH:30][CH2:31][CH2:32][C:33]([OH:35])=[O:34].[BH3-]C#N.[Na+]. The catalyst is CO.CC(O)=O. The product is [O:1]1[C:5]2[CH:6]=[CH:7][C:8]([C:10]3([C:13]([NH:15][C:16]4[CH:17]=[C:18]5[C:22](=[CH:23][CH:24]=4)[N:21]([CH2:30][CH2:31][CH2:32][C:33]([OH:35])=[O:34])[CH:20]([C:25]([CH3:28])([CH3:27])[CH3:26])[CH2:19]5)=[O:14])[CH2:12][CH2:11]3)=[CH:9][C:4]=2[O:3][CH2:2]1. The yield is 0.300.